From a dataset of Full USPTO retrosynthesis dataset with 1.9M reactions from patents (1976-2016). Predict the reactants needed to synthesize the given product. Given the product [C:1]1([CH:7]([CH3:11])[C:8]([O:10][CH2:13][CH3:14])=[O:9])[CH:6]=[CH:5][CH:4]=[CH:3][CH:2]=1, predict the reactants needed to synthesize it. The reactants are: [C:1]1([CH:7]([CH3:11])[C:8]([OH:10])=[O:9])[CH:6]=[CH:5][CH:4]=[CH:3][CH:2]=1.Cl.[CH2:13](O)[CH3:14].